From a dataset of Forward reaction prediction with 1.9M reactions from USPTO patents (1976-2016). Predict the product of the given reaction. (1) Given the reactants [O:1]1[CH2:5][CH2:4][CH2:3][CH:2]1[CH2:6][O:7][C:8]1[N:13]=[C:12]([C:14]([OH:16])=O)[CH:11]=[CH:10][C:9]=1[C:17]([F:20])([F:19])[F:18].[CH3:21][NH:22][C:23]([CH3:26])([CH3:25])[CH3:24].CN(C(ON1N=NC2C=CC=CC1=2)=[N+](C)C)C.[B-](F)(F)(F)F.CCN(C(C)C)C(C)C, predict the reaction product. The product is: [C:23]([N:22]([CH3:21])[C:14]([C:12]1[CH:11]=[CH:10][C:9]([C:17]([F:20])([F:19])[F:18])=[C:8]([O:7][CH2:6][CH:2]2[CH2:3][CH2:4][CH2:5][O:1]2)[N:13]=1)=[O:16])([CH3:26])([CH3:25])[CH3:24]. (2) Given the reactants C([BH-](CC)CC)C.[Li+].[N:9]1([CH2:14][C:15]2[CH:20]=[CH:19][C:18]([C:21]3[CH:26]=[CH:25][CH:24]=[CH:23][C:22]=3[C:27]3[CH:28]=[N:29][CH:30]=[CH:31][CH:32]=3)=[CH:17][CH:16]=2)[CH:13]=[CH:12][CH:11]=[N:10]1, predict the reaction product. The product is: [N:9]1([CH2:14][C:15]2[CH:16]=[CH:17][C:18]([C:21]3[CH:26]=[CH:25][CH:24]=[CH:23][C:22]=3[CH:27]3[CH2:32][CH2:31][CH2:30][NH:29][CH2:28]3)=[CH:19][CH:20]=2)[CH:13]=[CH:12][CH:11]=[N:10]1. (3) Given the reactants [NH2:1][C:2](=[O:38])[CH:3]([OH:37])[CH:4]([NH:12][C:13](=[O:36])[C:14]1[CH:19]=[CH:18][CH:17]=[N:16][C:15]=1[N:20]1[CH:35]=[C:23]2[CH2:24][N:25]([CH2:28][C:29]3[CH:34]=[CH:33][CH:32]=[CH:31][CH:30]=3)[CH2:26][CH2:27][C:22]2=[N:21]1)[CH2:5][C:6]1[CH:11]=[CH:10][CH:9]=[CH:8][CH:7]=1.C(Cl)CCl.ClC(Cl)C(O)=O.C([O-])(O)=O.[Na+], predict the reaction product. The product is: [NH2:1][C:2](=[O:38])[C:3](=[O:37])[CH:4]([NH:12][C:13](=[O:36])[C:14]1[CH:19]=[CH:18][CH:17]=[N:16][C:15]=1[N:20]1[CH:35]=[C:23]2[CH2:24][N:25]([CH2:28][C:29]3[CH:30]=[CH:31][CH:32]=[CH:33][CH:34]=3)[CH2:26][CH2:27][C:22]2=[N:21]1)[CH2:5][C:6]1[CH:11]=[CH:10][CH:9]=[CH:8][CH:7]=1. (4) Given the reactants [CH3:1][O:2][C:3]1[CH:8]=[CH:7][CH:6]=[C:5]([O:9][CH3:10])[C:4]=1B(O)O.[CH2:14]([O:21][C:22]([N:24]1[CH2:29][CH2:28][CH2:27][CH:26]([C:30](=[O:39])[NH:31][C:32]2[CH:37]=[C:36](Cl)[N:35]=[CH:34][N:33]=2)[CH2:25]1)=[O:23])[C:15]1[CH:20]=[CH:19][CH:18]=[CH:17][CH:16]=1.C(=O)([O-])[O-].[K+].[K+], predict the reaction product. The product is: [CH2:14]([O:21][C:22]([N:24]1[CH2:29][CH2:28][CH2:27][CH:26]([C:30](=[O:39])[NH:31][C:32]2[CH:37]=[C:36]([C:4]3[C:3]([O:2][CH3:1])=[CH:8][CH:7]=[CH:6][C:5]=3[O:9][CH3:10])[N:35]=[CH:34][N:33]=2)[CH2:25]1)=[O:23])[C:15]1[CH:16]=[CH:17][CH:18]=[CH:19][CH:20]=1. (5) The product is: [Cl:16][C:7]1[C:8]2[C:3](=[C:2]([I:1])[C:11]([CH3:12])=[CH:10][CH:9]=2)[CH:4]=[N:5][N:6]=1. Given the reactants [I:1][C:2]1[C:11]([CH3:12])=[CH:10][CH:9]=[C:8]2[C:3]=1[CH:4]=[N:5][NH:6][C:7]2=O.P(Cl)(Cl)([Cl:16])=O, predict the reaction product. (6) Given the reactants S(Cl)(Cl)=O.[Br:5][C:6]1[CH:11]=[CH:10][C:9]([C:12]([CH3:24])([CH3:23])[CH2:13][C:14]([OH:22])([C:18]([F:21])([F:20])[F:19])[C:15](O)=[O:16])=[C:8]([O:25][CH3:26])[CH:7]=1.[NH:27]1[C:35]2[C:30](=[C:31]([NH2:36])[CH:32]=[CH:33][CH:34]=2)[CH:29]=[N:28]1.C(=O)(O)[O-].[Na+], predict the reaction product. The product is: [Br:5][C:6]1[CH:11]=[CH:10][C:9]([C:12]([CH3:23])([CH3:24])[CH2:13][C:14]([OH:22])([C:18]([F:19])([F:21])[F:20])[C:15]([NH:36][C:31]2[CH:32]=[CH:33][CH:34]=[C:35]3[C:30]=2[CH:29]=[N:28][NH:27]3)=[O:16])=[C:8]([O:25][CH3:26])[CH:7]=1. (7) Given the reactants CC(C)([O-])C.[Na+].Br[C:8]1[CH:37]=[CH:36][C:11]([CH2:12][NH:13][C:14](=[O:35])[C:15]2[CH:20]=[CH:19][C:18]([C:21]3[O:22][C:23]4[C:29]([CH:30]([CH3:32])[CH3:31])=[CH:28][C:27]([C:33]#[N:34])=[CH:26][C:24]=4[N:25]=3)=[CH:17][CH:16]=2)=[CH:10][CH:9]=1.[F:38][C:39]([F:52])([F:51])[C:40]1[CH:45]=[CH:44][C:43]([CH:46]2[CH2:50][CH2:49][NH:48][CH2:47]2)=[CH:42][CH:41]=1.CC(C)=O, predict the reaction product. The product is: [C:33]([C:27]1[CH:28]=[C:29]([CH:30]([CH3:32])[CH3:31])[C:23]2[O:22][C:21]([C:18]3[CH:19]=[CH:20][C:15]([C:14]([NH:13][CH2:12][C:11]4[CH:36]=[CH:37][C:8]([N:48]5[CH2:49][CH2:50][CH:46]([C:43]6[CH:44]=[CH:45][C:40]([C:39]([F:38])([F:51])[F:52])=[CH:41][CH:42]=6)[CH2:47]5)=[CH:9][CH:10]=4)=[O:35])=[CH:16][CH:17]=3)=[N:25][C:24]=2[CH:26]=1)#[N:34]. (8) Given the reactants F[C:2]1[CH:9]=[CH:8][C:5]([C:6]#[N:7])=[C:4]([C:10]([F:13])([F:12])[F:11])[CH:3]=1.[CH2:14]([NH2:19])[C:15]([CH3:18])([CH3:17])[CH3:16], predict the reaction product. The product is: [CH3:16][C:15]([CH3:18])([CH3:17])[CH2:14][NH:19][C:2]1[CH:9]=[CH:8][C:5]([C:6]#[N:7])=[C:4]([C:10]([F:13])([F:12])[F:11])[CH:3]=1. (9) Given the reactants C(OC([NH:8][CH2:9][CH:10]1[CH2:15][CH2:14][N:13]([C:16]([O:18][CH2:19][C:20]2[CH:25]=[C:24]([Cl:26])[CH:23]=[C:22]([Cl:27])[CH:21]=2)=[O:17])[CH2:12][CH2:11]1)=O)(C)(C)C.Cl.O1CCOCC1, predict the reaction product. The product is: [ClH:26].[NH2:8][CH2:9][CH:10]1[CH2:15][CH2:14][N:13]([C:16]([O:18][CH2:19][C:20]2[CH:21]=[C:22]([Cl:27])[CH:23]=[C:24]([Cl:26])[CH:25]=2)=[O:17])[CH2:12][CH2:11]1. (10) Given the reactants [CH2:1]([C:3]1[CH:17]=[CH:16][C:6]([O:7][C:8]2[CH:14]=[CH:13][C:11](N)=[CH:10][C:9]=2[F:15])=[C:5]([O:18][CH3:19])[CH:4]=1)[CH3:2].N([O-])=[O:21].[Na+].C([O-])(O)=O.[Na+].[NH4+].[OH-], predict the reaction product. The product is: [CH2:1]([C:3]1[CH:17]=[CH:16][C:6]([O:7][C:8]2[CH:14]=[CH:13][C:11]([OH:21])=[CH:10][C:9]=2[F:15])=[C:5]([O:18][CH3:19])[CH:4]=1)[CH3:2].